The task is: Predict the product of the given reaction.. This data is from Forward reaction prediction with 1.9M reactions from USPTO patents (1976-2016). (1) Given the reactants Cl.[C:2]1([N:8]([CH2:32][CH2:33][CH2:34][O:35][CH2:36][C:37]2[CH:42]=[CH:41][CH:40]=[CH:39][CH:38]=2)[C:9]([C:11]2[CH:31]=[CH:30][C:14]3[N:15]([CH3:29])[C:16]([CH2:18][NH:19][C:20]4[CH:25]=[CH:24][C:23]([C:26](=[NH:28])[NH2:27])=[CH:22][CH:21]=4)=[N:17][C:13]=3[CH:12]=2)=[O:10])[CH:7]=[CH:6][CH:5]=[CH:4][CH:3]=1.Cl[C:44]([O:46][CH2:47][CH2:48][CH2:49][CH2:50][CH2:51][CH3:52])=[O:45], predict the reaction product. The product is: [C:2]1([N:8]([CH2:32][CH2:33][CH2:34][O:35][CH2:36][C:37]2[CH:42]=[CH:41][CH:40]=[CH:39][CH:38]=2)[C:9]([C:11]2[CH:31]=[CH:30][C:14]3[N:15]([CH3:29])[C:16]([CH2:18][NH:19][C:20]4[CH:25]=[CH:24][C:23]([C:26](=[NH:27])[NH:28][C:44]([O:46][CH2:47][CH2:48][CH2:49][CH2:50][CH2:51][CH3:52])=[O:45])=[CH:22][CH:21]=4)=[N:17][C:13]=3[CH:12]=2)=[O:10])[CH:3]=[CH:4][CH:5]=[CH:6][CH:7]=1. (2) The product is: [Br:28][C:11]1[C:6]2[NH:5][C:4](=[O:21])[O:3][C:2]([CH3:22])([CH3:1])[C:7]=2[CH:8]=[C:9]([C:12]2[CH:13]=[C:14]([CH:17]=[C:18]([F:20])[CH:19]=2)[C:15]#[N:16])[CH:10]=1. Given the reactants [CH3:1][C:2]1([CH3:22])[C:7]2[CH:8]=[C:9]([C:12]3[CH:13]=[C:14]([CH:17]=[C:18]([F:20])[CH:19]=3)[C:15]#[N:16])[CH:10]=[CH:11][C:6]=2[NH:5][C:4](=[O:21])[O:3]1.C([O-])(=O)C.[Na+].[Br:28]Br, predict the reaction product. (3) Given the reactants I[C:2]1[CH:3]=[C:4]([C:12]2[CH:17]=[CH:16][CH:15]=[CH:14][C:13]=2[C:18]([F:21])([F:20])[F:19])[CH:5]=[C:6]([N+:9]([O-])=O)[C:7]=1[NH2:8].[CH3:22][O:23][CH2:24][C:25]#[CH:26], predict the reaction product. The product is: [CH3:22][O:23][CH2:24][CH2:25][CH2:26][C:2]1[C:7]([NH2:8])=[C:6]([NH2:9])[CH:5]=[C:4]([C:12]2[CH:17]=[CH:16][CH:15]=[CH:14][C:13]=2[C:18]([F:21])([F:20])[F:19])[CH:3]=1. (4) Given the reactants CN(C)CN(C)C.[Br:8][C:9]1[CH:10]=[C:11]2[C:16](=[CH:17][CH:18]=1)[O:15][C:14]([CH3:20])([CH3:19])[CH2:13][C:12]2=[O:21].[C:22](O)(=O)C.C(OC(=O)C)(=O)C, predict the reaction product. The product is: [Br:8][C:9]1[CH:10]=[C:11]2[C:16](=[CH:17][CH:18]=1)[O:15][C:14]([CH3:19])([CH3:20])[C:13](=[CH2:22])[C:12]2=[O:21]. (5) Given the reactants [N+:1]([C:4]1[CH:5]=[C:6]([C:14]2[CH2:19][CH2:18][N:17](C(OC(C)(C)C)=O)[CH2:16][CH:15]=2)[CH:7]=[C:8]([C:10]([F:13])([F:12])[F:11])[CH:9]=1)([O-:3])=[O:2].FC(F)(F)C(O)=O.C([O-])(O)=O.[Na+], predict the reaction product. The product is: [N+:1]([C:4]1[CH:5]=[C:6]([C:14]2[CH2:19][CH2:18][NH:17][CH2:16][CH:15]=2)[CH:7]=[C:8]([C:10]([F:11])([F:12])[F:13])[CH:9]=1)([O-:3])=[O:2]. (6) The product is: [CH3:12][O:10][C:9](=[O:11])[CH2:8][C:4]1[CH:5]=[CH:6][CH:7]=[C:2]([OH:1])[CH:3]=1. Given the reactants [OH:1][C:2]1[CH:3]=[C:4]([CH2:8][C:9]([OH:11])=[O:10])[CH:5]=[CH:6][CH:7]=1.[CH3:12]O, predict the reaction product.